Dataset: Full USPTO retrosynthesis dataset with 1.9M reactions from patents (1976-2016). Task: Predict the reactants needed to synthesize the given product. (1) Given the product [Cl:1][C:2]1[C:10]([Cl:11])=[CH:9][CH:8]=[CH:7][C:3]=1[C:4]([NH:20][CH2:19][CH:18]([C:15]1[CH:14]=[CH:13][N:12]=[CH:17][CH:16]=1)[C:21]1[CH:22]=[CH:23][C:24]([C:27]([F:30])([F:28])[F:29])=[N:25][CH:26]=1)=[O:6], predict the reactants needed to synthesize it. The reactants are: [Cl:1][C:2]1[C:10]([Cl:11])=[CH:9][CH:8]=[CH:7][C:3]=1[C:4]([OH:6])=O.[N:12]1[CH:17]=[CH:16][C:15]([CH:18]([C:21]2[CH:22]=[CH:23][C:24]([C:27]([F:30])([F:29])[F:28])=[N:25][CH:26]=2)[CH2:19][NH2:20])=[CH:14][CH:13]=1. (2) Given the product [I:1][C:2]1[CH:3]=[C:4]2[C:8](=[CH:9][CH:10]=1)[N:7]([C:11]1[CH:19]=[CH:18][C:14]([CH2:15][OH:16])=[CH:13][CH:12]=1)[N:6]=[CH:5]2, predict the reactants needed to synthesize it. The reactants are: [I:1][C:2]1[CH:3]=[C:4]2[C:8](=[CH:9][CH:10]=1)[N:7]([C:11]1[CH:19]=[CH:18][C:14]([C:15](O)=[O:16])=[CH:13][CH:12]=1)[N:6]=[CH:5]2. (3) Given the product [C:16]([O:15][C:14]([N:13]([CH3:21])[CH2:12][CH2:11][CH:10]([C:8]1[CH:9]=[C:4]([Cl:3])[CH:5]=[CH:6][C:7]=1[CH3:23])[O:22][CH2:25][C:26]([O:28][CH2:29][CH3:30])=[O:27])=[O:20])([CH3:19])([CH3:17])[CH3:18], predict the reactants needed to synthesize it. The reactants are: [H-].[Na+].[Cl:3][C:4]1[CH:5]=[CH:6][C:7]([CH3:23])=[C:8]([CH:10]([OH:22])[CH2:11][CH2:12][N:13]([CH3:21])[C:14](=[O:20])[O:15][C:16]([CH3:19])([CH3:18])[CH3:17])[CH:9]=1.Br[CH2:25][C:26]([O:28][CH2:29][CH3:30])=[O:27].[NH4+].[Cl-]. (4) The reactants are: [CH3:1][C:2]([CH3:22])=[CH:3][CH2:4][CH2:5]/[C:6](/[CH3:21])=[CH:7]/[CH2:8][CH2:9]/[C:10](/[CH3:20])=[CH:11]/[CH2:12][S:13][CH2:14][C@H:15]([NH2:19])[C:16]([OH:18])=[O:17].C(=O)([O-])[O-].[K+].[K+].[N:29]1([C:35](Cl)=[O:36])[CH2:34][CH2:33][O:32][CH2:31][CH2:30]1. Given the product [N:29]1([C:35]([NH:19][C@@H:15]([CH2:14][S:13][CH2:12]/[CH:11]=[C:10](\[CH3:20])/[CH2:9][CH2:8]/[CH:7]=[C:6](\[CH3:21])/[CH2:5][CH2:4][CH:3]=[C:2]([CH3:22])[CH3:1])[C:16]([OH:18])=[O:17])=[O:36])[CH2:34][CH2:33][O:32][CH2:31][CH2:30]1, predict the reactants needed to synthesize it. (5) Given the product [CH3:3][CH:2]([N:4]1[C:8]([C:9]([OH:11])=[O:10])=[CH:7][C:6]([CH2:16][N:17]2[CH2:18][CH2:19][O:20][CH2:21][CH2:22]2)=[N:5]1)[CH3:1], predict the reactants needed to synthesize it. The reactants are: [CH3:1][CH:2]([N:4]1[C:8]([C:9]([O:11]C(C)(C)C)=[O:10])=[CH:7][C:6]([CH2:16][N:17]2[CH2:22][CH2:21][O:20][CH2:19][CH2:18]2)=[N:5]1)[CH3:3].Cl.